From a dataset of Reaction yield outcomes from USPTO patents with 853,638 reactions. Predict the reaction yield, written as a fraction of the theoretical maximum amount of product (1.0 means a 100% yield; for example, 0.34 means a 34% yield). (1) The reactants are C[O:2][C:3](=[O:25])[C:4]1[C:5](=[C:10]([NH:14][C:15]2[CH:20]=[CH:19][C:18]([C:21]([CH3:24])([CH3:23])[CH3:22])=[CH:17][CH:16]=2)[CH:11]=[CH:12][CH:13]=1)[C:6]([O:8]C)=[O:7].[OH-].[Na+]. The catalyst is C(O)C. The product is [C:21]([C:18]1[CH:17]=[CH:16][C:15]([NH:14][C:10]2[CH:11]=[CH:12][CH:13]=[C:4]([C:3]([OH:25])=[O:2])[C:5]=2[C:6]([OH:8])=[O:7])=[CH:20][CH:19]=1)([CH3:24])([CH3:22])[CH3:23]. The yield is 0.780. (2) The reactants are [N+:1]([C:4]1[CH:13]=[CH:12][C:11]2[N:10]=[CH:9][CH:8]=[CH:7][C:6]=2[C:5]=1[CH:14]=[O:15])([O-:3])=[O:2].[BH4-].[Na+].CO.Cl. The catalyst is C1COCC1. The product is [N+:1]([C:4]1[C:5]([CH2:14][OH:15])=[C:6]2[C:11](=[CH:12][CH:13]=1)[N:10]=[CH:9][CH:8]=[CH:7]2)([O-:3])=[O:2]. The yield is 0.940. (3) The reactants are Br[C:2]1[N:7]=[N:6][C:5]([NH2:8])=[N:4][C:3]=1[C:9]1[CH:14]=[CH:13][CH:12]=[CH:11][CH:10]=1.[O:15]1[CH:19]=[CH:18][CH:17]=[C:16]1B(O)O. No catalyst specified. The yield is 0.350. The product is [O:15]1[CH:19]=[CH:18][CH:17]=[C:16]1[C:2]1[N:7]=[N:6][C:5]([NH2:8])=[N:4][C:3]=1[C:9]1[CH:14]=[CH:13][CH:12]=[CH:11][CH:10]=1. (4) The reactants are [Cl:1][C:2]1[C:3]([CH:13]=O)=[N:4][CH:5]=[C:6]([N:8]([CH3:12])[CH:9]([CH3:11])[CH3:10])[N:7]=1.[CH2:15]([NH:22][CH2:23][C@@H:24]([OH:28])[CH2:25][O:26][CH3:27])[C:16]1[CH:21]=[CH:20][CH:19]=[CH:18][CH:17]=1.C(O[BH-](OC(=O)C)OC(=O)C)(=O)C.[Na+].C(=O)([O-])O.[Na+]. The catalyst is C(#N)C.C(O)(=O)C. The product is [CH2:15]([N:22]([CH2:13][C:3]1[C:2]([Cl:1])=[N:7][C:6]([N:8]([CH3:12])[CH:9]([CH3:10])[CH3:11])=[CH:5][N:4]=1)[CH2:23][C@@H:24]([OH:28])[CH2:25][O:26][CH3:27])[C:16]1[CH:21]=[CH:20][CH:19]=[CH:18][CH:17]=1. The yield is 0.700. (5) The reactants are C(NC(C)C)(C)C.[N:8]1[CH:13]=[C:12]([CH3:14])[CH:11]=[C:10]([CH3:15])[CH:9]=1.[C:16](OCC)(=[O:23])[C:17]1[CH:22]=[CH:21][CH:20]=[CH:19][CH:18]=1.O. The catalyst is O1CCCC1. The product is [CH3:14][C:12]1[CH:11]=[C:10]([CH2:15][C:16]([C:17]2[CH:22]=[CH:21][CH:20]=[CH:19][CH:18]=2)=[O:23])[CH:9]=[N:8][CH:13]=1. The yield is 0.700. (6) The reactants are Br[C:2]1[C:3]([Cl:17])=[C:4]2[C:8](=[CH:9][CH:10]=1)[N:7]([CH:11]1[CH2:16][CH2:15][CH2:14][CH2:13][O:12]1)[N:6]=[CH:5]2.[F-].[CH2:19]([N+]([CH2:19][CH2:20][CH2:21][CH3:22])([CH2:19][CH2:20][CH2:21][CH3:22])[CH2:19][CH2:20][CH2:21][CH3:22])[CH2:20][CH2:21][CH3:22].C([Si](C)(C)C)#CCC. The catalyst is [Cu]I.C1C=CC([P]([Pd]([P](C2C=CC=CC=2)(C2C=CC=CC=2)C2C=CC=CC=2)([P](C2C=CC=CC=2)(C2C=CC=CC=2)C2C=CC=CC=2)[P](C2C=CC=CC=2)(C2C=CC=CC=2)C2C=CC=CC=2)(C2C=CC=CC=2)C2C=CC=CC=2)=CC=1.O. The product is [C:19]([C:2]1[C:3]([Cl:17])=[C:4]2[C:8](=[CH:9][CH:10]=1)[N:7]([CH:11]1[CH2:16][CH2:15][CH2:14][CH2:13][O:12]1)[N:6]=[CH:5]2)#[C:20][CH2:21][CH3:22]. The yield is 0.900. (7) The reactants are S(Cl)(Cl)=O.[NH2:5][C:6]1[CH:11]=[CH:10][C:9]([CH:12]([C:19]2[CH:24]=[CH:23][C:22]([Cl:25])=[CH:21][CH:20]=2)[C:13]2[N:17]([CH3:18])[CH:16]=[N:15][CH:14]=2)=[CH:8][C:7]=1[CH:26]([C:33]1[CH:38]=[CH:37][CH:36]=[C:35]([Cl:39])[CH:34]=1)[S:27][CH2:28][CH2:29][C:30](O)=[O:31].[NH4+].[OH-]. The catalyst is C1COCC1. The product is [Cl:39][C:35]1[CH:34]=[C:33]([CH:26]2[C:7]3[CH:8]=[C:9]([CH:12]([C:19]4[CH:20]=[CH:21][C:22]([Cl:25])=[CH:23][CH:24]=4)[C:13]4[N:17]([CH3:18])[CH:16]=[N:15][CH:14]=4)[CH:10]=[CH:11][C:6]=3[NH:5][C:30](=[O:31])[CH2:29][CH2:28][S:27]2)[CH:38]=[CH:37][CH:36]=1. The yield is 0.0300.